From a dataset of Peptide-MHC class II binding affinity with 134,281 pairs from IEDB. Regression. Given a peptide amino acid sequence and an MHC pseudo amino acid sequence, predict their binding affinity value. This is MHC class II binding data. (1) The peptide sequence is AIFVHGPTTVESHGN. The MHC is DRB1_0401 with pseudo-sequence DRB1_0401. The binding affinity (normalized) is 0.282. (2) The peptide sequence is KSKYKLATSVLAGLL. The MHC is DRB1_0101 with pseudo-sequence DRB1_0101. The binding affinity (normalized) is 0.880. (3) The peptide sequence is VDFQKTVKVTGVTTQGVKSL. The MHC is DRB1_0701 with pseudo-sequence DRB1_0701. The binding affinity (normalized) is 0. (4) The peptide sequence is PYLGYCALLPLLTEE. The MHC is DRB1_0401 with pseudo-sequence DRB1_0401. The binding affinity (normalized) is 0.635. (5) The peptide sequence is PLEDCFTKDPVALVE. The MHC is DRB1_0101 with pseudo-sequence DRB1_0101. The binding affinity (normalized) is 0.419. (6) The peptide sequence is PLTHTIGTSVEESEM. The MHC is HLA-DQA10201-DQB10402 with pseudo-sequence HLA-DQA10201-DQB10402. The binding affinity (normalized) is 0.484. (7) The peptide sequence is TVGTKTFLVHREWFM. The MHC is DRB1_1501 with pseudo-sequence DRB1_1501. The binding affinity (normalized) is 0.546.